This data is from Reaction yield outcomes from USPTO patents with 853,638 reactions. The task is: Predict the reaction yield, written as a fraction of the theoretical maximum amount of product (1.0 means a 100% yield; for example, 0.34 means a 34% yield). (1) The reactants are [N+:1]([C:4]1[CH:5]=[C:6]2[C:11](=[CH:12][CH:13]=1)[O:10][CH:9]=[CH:8][C:7]2=[O:14])([O-])=O. The catalyst is CO.C(OCC)(=O)C.[Pd]. The product is [NH2:1][C:4]1[CH:5]=[C:6]2[C:11](=[CH:12][CH:13]=1)[O:10][CH:9]=[CH:8][C:7]2=[O:14]. The yield is 0.940. (2) The reactants are N1(C2C=CC=CN=2)CCCC1.Cl[C:13]([O:15][CH2:16][CH2:17][CH2:18][CH3:19])=[O:14].[N:20]1([CH2:25][C:26]2[CH:31]=[CH:30][C:29]([C:32]3[CH:37]=[C:36]([CH2:38][CH:39]([CH3:41])[CH3:40])[CH:35]=[CH:34][C:33]=3[S:42]([NH:45]C(C)(C)C)(=[O:44])=[O:43])=[CH:28][CH:27]=2)[CH:24]=[CH:23][N:22]=[CH:21]1. The catalyst is N1C=CC=CC=1. The product is [CH2:16]([O:15][C:13]([NH:45][S:42]([C:33]1[CH:34]=[CH:35][C:36]([CH2:38][CH:39]([CH3:41])[CH3:40])=[CH:37][C:32]=1[C:29]1[CH:30]=[CH:31][C:26]([CH2:25][N:20]2[CH:24]=[CH:23][N:22]=[CH:21]2)=[CH:27][CH:28]=1)(=[O:43])=[O:44])=[O:14])[CH2:17][CH2:18][CH3:19]. The yield is 0.680. (3) The reactants are [OH:1][NH:2][C:3]([C:5]1[CH:13]=[CH:12][C:11]2[NH:10][C:9]3[CH:14]([CH2:17][C:18]([OH:20])=[O:19])[CH2:15][CH2:16][C:8]=3[C:7]=2[CH:6]=1)=[NH:4].C(N(CC)CC)C.[F:28][C:29]([F:44])([F:43])[C:30]1[CH:31]=[C:32]([CH:36]=[C:37]([C:39]([F:42])([F:41])[F:40])[CH:38]=1)[C:33](Cl)=O. The catalyst is C1COCC1. The yield is 0.110. The product is [F:28][C:29]([F:43])([F:44])[C:30]1[CH:31]=[C:32]([C:33]2[O:1][N:2]=[C:3]([C:5]3[CH:13]=[CH:12][C:11]4[NH:10][C:9]5[CH:14]([CH2:17][C:18]([OH:20])=[O:19])[CH2:15][CH2:16][C:8]=5[C:7]=4[CH:6]=3)[N:4]=2)[CH:36]=[C:37]([C:39]([F:40])([F:41])[F:42])[CH:38]=1. (4) The yield is 0.630. The product is [F:32][C:26]1[CH:27]=[CH:28][CH:29]=[C:30]([F:31])[C:25]=1[NH:24][C:22](=[O:23])[C:21]1[CH:33]=[C:17]([C:9]2[N:10]=[C:11]3[CH:16]=[CH:15][CH:14]=[CH:13][N:12]3[C:8]=2[C:6]2[CH:5]=[CH:4][N:3]=[C:2]([NH:42][C:41]3[CH:43]=[CH:44][C:45]([CH:47]4[CH2:48][CH2:49][N:50]([CH2:53][CH2:54][CH3:55])[CH2:51][CH2:52]4)=[CH:46][C:40]=3[O:39][CH2:38][CH3:37])[N:7]=2)[CH:18]=[CH:19][C:20]=1[O:34][CH2:35][CH3:36]. The catalyst is C(Cl)Cl.CC(O)C. The reactants are Cl[C:2]1[N:7]=[C:6]([C:8]2[N:12]3[CH:13]=[CH:14][CH:15]=[CH:16][C:11]3=[N:10][C:9]=2[C:17]2[CH:18]=[CH:19][C:20]([O:34][CH2:35][CH3:36])=[C:21]([CH:33]=2)[C:22]([NH:24][C:25]2[C:30]([F:31])=[CH:29][CH:28]=[CH:27][C:26]=2[F:32])=[O:23])[CH:5]=[CH:4][N:3]=1.[CH3:37][CH2:38][O:39][C:40]1[CH:46]=[C:45]([CH:47]2[CH2:52][CH2:51][N:50]([CH2:53][CH2:54][CH3:55])[CH2:49][CH2:48]2)[CH:44]=[CH:43][C:41]=1[NH2:42].C1(C)C=CC(S(O)(=O)=O)=CC=1.C[O-].[Na+]. (5) The reactants are Cl.[NH:2]1[CH2:7][CH2:6][CH2:5][C@H:4]([N:8]2[C:12]3=[C:13]4[S:19][CH:18]=[CH:17][C:14]4=[N:15][CH:16]=[C:11]3[N:10]=[C:9]2[C@H:20]([OH:22])[CH3:21])[CH2:3]1.[N:23]12[CH2:26][CH2:25][CH2:24][N:23]=C1CC[CH2:26][CH2:25][CH2:24]2.C(#N)C=C. The catalyst is C(#N)C. The product is [OH:22][C@@H:20]([C:9]1[N:8]([C@H:4]2[CH2:5][CH2:6][CH2:7][N:2]([CH2:26][CH2:25][C:24]#[N:23])[CH2:3]2)[C:12]2=[C:13]3[S:19][CH:18]=[CH:17][C:14]3=[N:15][CH:16]=[C:11]2[N:10]=1)[CH3:21]. The yield is 0.340. (6) The reactants are Br[C:2]1[C:3]([F:25])=[CH:4][C:5]2[O:11][CH2:10][CH2:9][N:8]3[C:12]([CH2:18][N:19]4[CH2:23][CH2:22][CH2:21][CH2:20]4)=[C:13]([C:15]([NH2:17])=[O:16])[N:14]=[C:7]3[C:6]=2[CH:24]=1.[C:26]([C@:28]1([OH:35])[CH2:32][CH2:31][N:30]([CH3:33])[C:29]1=[O:34])#[CH:27]. No catalyst specified. The product is [F:25][C:3]1[C:2]([C:27]#[C:26][C@:28]2([OH:35])[CH2:32][CH2:31][N:30]([CH3:33])[C:29]2=[O:34])=[CH:24][C:6]2[C:7]3[N:8]([C:12]([CH2:18][N:19]4[CH2:23][CH2:22][CH2:21][CH2:20]4)=[C:13]([C:15]([NH2:17])=[O:16])[N:14]=3)[CH2:9][CH2:10][O:11][C:5]=2[CH:4]=1. The yield is 0.0330. (7) The reactants are CC1(C)C(C)(C)OB([C:9]2[CH:17]=[CH:16][CH:15]=[C:14]3[C:10]=2[CH:11]=[CH:12][NH:13]3)O1.Br[C:20]1[CH:21]=[CH:22][C:23]([F:28])=[C:24]([CH:27]=1)[C:25]#[N:26].C(=O)([O-])[O-].[Na+].[Na+]. The catalyst is C1COCC1.[Pd].C(OCC)(=O)C. The product is [F:28][C:23]1[CH:22]=[CH:21][C:20]([C:9]2[CH:17]=[CH:16][CH:15]=[C:14]3[C:10]=2[CH:11]=[CH:12][NH:13]3)=[CH:27][C:24]=1[C:25]#[N:26]. The yield is 0.560.